Dataset: Full USPTO retrosynthesis dataset with 1.9M reactions from patents (1976-2016). Task: Predict the reactants needed to synthesize the given product. (1) Given the product [NH2:12][C:8]1[N:7]=[C:6]([CH2:5][C:4]([N:3]([O:2][CH3:1])[CH3:16])=[O:15])[CH:11]=[CH:10][CH:9]=1, predict the reactants needed to synthesize it. The reactants are: [CH3:1][O:2][N:3]([CH3:16])[C:4](=[O:15])[CH2:5][C:6]1[CH:11]=[CH:10][CH:9]=[C:8]([N+:12]([O-])=O)[N:7]=1. (2) Given the product [NH2:21][C:22]1[CH:23]=[C:24]([CH:25]=[CH:26][C:27]=1[F:28])[O:29][C:2]1[C:3]([N+:18]([O-:20])=[O:19])=[C:4]([CH:14]=[C:15]([F:17])[CH:16]=1)[NH:5][C:6]1[CH:11]=[CH:10][C:9]([I:12])=[CH:8][C:7]=1[F:13], predict the reactants needed to synthesize it. The reactants are: F[C:2]1[C:3]([N+:18]([O-:20])=[O:19])=[C:4]([CH:14]=[C:15]([F:17])[CH:16]=1)[NH:5][C:6]1[CH:11]=[CH:10][C:9]([I:12])=[CH:8][C:7]=1[F:13].[NH2:21][C:22]1[CH:23]=[C:24]([OH:29])[CH:25]=[CH:26][C:27]=1[F:28].C(=O)([O-])[O-].[Cs+].[Cs+]. (3) The reactants are: [Cl:1][C:2]1[CH:34]=[CH:33][CH:32]=[C:31]([Cl:35])[C:3]=1[C:4]([NH:6][C@H:7]([CH2:12][C:13]1[CH:14]=[C:15]2[C:20](=[CH:21][CH:22]=1)[N:19]=[C:18]([C:23]1[C:28]([Cl:29])=[CH:27][CH:26]=[CH:25][C:24]=1[Cl:30])[CH:17]=[CH:16]2)[C:8](OC)=[O:9])=[O:5].[H-].[H-].[H-].[H-].[Li+].[Al+3]. Given the product [Cl:1][C:2]1[CH:34]=[CH:33][CH:32]=[C:31]([Cl:35])[C:3]=1[C:4]([NH:6][C@@H:7]([CH2:8][OH:9])[CH2:12][C:13]1[CH:14]=[C:15]2[C:20](=[CH:21][CH:22]=1)[N:19]=[C:18]([C:23]1[C:28]([Cl:29])=[CH:27][CH:26]=[CH:25][C:24]=1[Cl:30])[CH:17]=[CH:16]2)=[O:5], predict the reactants needed to synthesize it. (4) Given the product [CH3:1][S:2]([C:5]1[CH:6]=[C:7]2[CH:16]=[CH:15][NH:12][C:8]2=[C:9]([CH3:11])[N:10]=1)(=[O:4])=[O:3], predict the reactants needed to synthesize it. The reactants are: [CH3:1][S:2]([C:5]1[N:10]=[C:9]([CH3:11])[C:8]([N+:12]([O-])=O)=[CH:7][CH:6]=1)(=[O:4])=[O:3].[CH:15]([Mg]Br)=[CH2:16].[Cl-].[NH4+].